This data is from CYP2C9 inhibition data for predicting drug metabolism from PubChem BioAssay. The task is: Regression/Classification. Given a drug SMILES string, predict its absorption, distribution, metabolism, or excretion properties. Task type varies by dataset: regression for continuous measurements (e.g., permeability, clearance, half-life) or binary classification for categorical outcomes (e.g., BBB penetration, CYP inhibition). Dataset: cyp2c9_veith. (1) The molecule is O=C(OC1CCN(CCCl)CC1)C(c1ccccc1)c1ccccc1. The result is 0 (non-inhibitor). (2) The drug is N[C@@H](CSC(=O)c1ccccc1)C(=O)O. The result is 0 (non-inhibitor). (3) The drug is O=C(O)C[n+]1ccccc1.c1ccncc1. The result is 0 (non-inhibitor). (4) The compound is Cc1ccccc1N1C(=O)c2cc(S(N)(=O)=O)c(Cl)cc2N[C@H]1C. The result is 0 (non-inhibitor). (5) The compound is CCSCCCC(=O)O. The result is 0 (non-inhibitor).